Dataset: CYP1A2 inhibition data for predicting drug metabolism from PubChem BioAssay. Task: Regression/Classification. Given a drug SMILES string, predict its absorption, distribution, metabolism, or excretion properties. Task type varies by dataset: regression for continuous measurements (e.g., permeability, clearance, half-life) or binary classification for categorical outcomes (e.g., BBB penetration, CYP inhibition). Dataset: cyp1a2_veith. The drug is CN(C)Cc1ccccc1-c1ccc2ncnc(N3CCOCC3)c2c1. The result is 1 (inhibitor).